This data is from Catalyst prediction with 721,799 reactions and 888 catalyst types from USPTO. The task is: Predict which catalyst facilitates the given reaction. (1) Reactant: [CH:1]([NH:4][CH2:5][C:6]1[CH:22]=[CH:21][CH:20]=[CH:19][C:7]=1[O:8][CH2:9][CH2:10][CH2:11][CH2:12][CH2:13][C:14]([O:16][CH2:17][CH3:18])=[O:15])([CH3:3])[CH3:2].[CH3:23][C:24]1[CH:32]=[CH:31][C:27]([C:28](O)=[O:29])=[CH:26][CH:25]=1.CN(C(ON1N=NC2C=CC=CC1=2)=[N+](C)C)C.F[P-](F)(F)(F)(F)F.C(N(CC)CC)C. Product: [CH:1]([N:4]([CH2:5][C:6]1[CH:22]=[CH:21][CH:20]=[CH:19][C:7]=1[O:8][CH2:9][CH2:10][CH2:11][CH2:12][CH2:13][C:14]([O:16][CH2:17][CH3:18])=[O:15])[C:28](=[O:29])[C:27]1[CH:31]=[CH:32][C:24]([CH3:23])=[CH:25][CH:26]=1)([CH3:2])[CH3:3]. The catalyst class is: 18. (2) Reactant: [OH:1][C:2]1[CH:3]=[C:4]([C:8]2[C:9]3[CH2:22][CH2:21][N:20]([C:23]4[CH:28]=[CH:27][N:26]=[CH:25][CH:24]=4)[C:10]=3[N:11]=[C:12]([N:14]3[CH2:19][CH2:18][O:17][CH2:16][CH2:15]3)[N:13]=2)[CH:5]=[CH:6][CH:7]=1.C(N(C(C)C)CC)(C)C.[CH2:38]([N:40]=[C:41]=[O:42])[CH3:39]. The catalyst class is: 9. Product: [CH2:38]([NH:40][C:41]([O:1][C:2]1[CH:3]=[C:4]([C:8]2[C:9]3[CH2:22][CH2:21][N:20]([C:23]4[CH:24]=[CH:25][N:26]=[CH:27][CH:28]=4)[C:10]=3[N:11]=[C:12]([N:14]3[CH2:19][CH2:18][O:17][CH2:16][CH2:15]3)[N:13]=2)[CH:5]=[CH:6][CH:7]=1)=[O:42])[CH3:39]. (3) Reactant: C(OC([NH:8][C:9]1[CH:10]=[N:11][CH:12]=[CH:13][C:14]=1[N:15]1[CH2:20][C@H:19]([CH3:21])[C@H:18]([C:22]#[N:23])[C@H:17]([NH:24][C:25](=[O:31])[O:26][C:27]([CH3:30])([CH3:29])[CH3:28])[CH2:16]1)=O)(C)(C)C.Cl.O1CCOCC1.CCN(C(C)C)C(C)C.C(ON1C(=O)CCC1=O)(OC(C)(C)C)=O. Product: [NH2:8][C:9]1[CH:10]=[N:11][CH:12]=[CH:13][C:14]=1[N:15]1[CH2:20][C@H:19]([CH3:21])[C@H:18]([C:22]#[N:23])[C@H:17]([NH:24][C:25](=[O:31])[O:26][C:27]([CH3:30])([CH3:29])[CH3:28])[CH2:16]1. The catalyst class is: 2. (4) Reactant: [NH2:1][C@@H:2]([CH2:33][C:34]1[CH:39]=[CH:38][CH:37]=[CH:36][CH:35]=1)[C@@H:3]([OH:32])[CH2:4][C@@H:5]([NH:19][C:20]([C@@H:22]([NH:27][C:28](=[O:31])[O:29][CH3:30])[C:23]([CH3:26])([CH3:25])[CH3:24])=[O:21])[CH2:6][C:7]1[CH:12]=[CH:11][C:10]([C:13]2[CH:18]=[CH:17][CH:16]=[CH:15][N:14]=2)=[CH:9][CH:8]=1.[CH3:40][C:41]([CH3:58])([CH3:57])[C@H:42]([NH:46][C:47](=[O:56])[CH2:48][O:49][C:50]1[CH:55]=[CH:54][CH:53]=[CH:52][CH:51]=1)[C:43](O)=[O:44].CCOP(ON1N=NC2C=CC=CC=2C1=O)(OCC)=O.C(N(CC)C(C)C)(C)C. Product: [CH3:40][C:41]([CH3:58])([CH3:57])[C@H:42]([NH:46][C:47](=[O:56])[CH2:48][O:49][C:50]1[CH:55]=[CH:54][CH:53]=[CH:52][CH:51]=1)[C:43]([NH:1][C@@H:2]([CH2:33][C:34]1[CH:35]=[CH:36][CH:37]=[CH:38][CH:39]=1)[C@@H:3]([OH:32])[CH2:4][C@@H:5]([NH:19][C:20]([C@@H:22]([NH:27][C:28](=[O:31])[O:29][CH3:30])[C:23]([CH3:26])([CH3:25])[CH3:24])=[O:21])[CH2:6][C:7]1[CH:12]=[CH:11][C:10]([C:13]2[CH:18]=[CH:17][CH:16]=[CH:15][N:14]=2)=[CH:9][CH:8]=1)=[O:44]. The catalyst class is: 1. (5) Reactant: CS[C:3]([NH:9][C:10]1[CH:15]=[CH:14][CH:13]=[CH:12][CH:11]=1)=[C:4]([C:7]#[N:8])[C:5]#[N:6].Cl.[CH3:17][O:18][C:19]1[CH:27]=[CH:26][C:22]([CH2:23][NH:24][NH2:25])=[CH:21][CH:20]=1.C(N(CC)CC)C.C(=O)(O)[O-].[Na+]. Product: [NH2:6][C:5]1[C:4]([C:7]#[N:8])=[C:3]([NH:9][C:10]2[CH:15]=[CH:14][CH:13]=[CH:12][CH:11]=2)[N:24]([CH2:23][C:22]2[CH:26]=[CH:27][C:19]([O:18][CH3:17])=[CH:20][CH:21]=2)[N:25]=1. The catalyst class is: 8. (6) Reactant: [CH2:1]([O:8][C:9]1[CH:10]=[C:11]([C:23]2[CH:28]=[CH:27][C:26]([C:29]([OH:31])=[O:30])=[CH:25][CH:24]=2)[CH:12]=[CH:13][C:14]=1[O:15][CH2:16][C:17]1[CH:22]=[CH:21][CH:20]=[CH:19][CH:18]=1)[C:2]1[CH:7]=[CH:6][CH:5]=[CH:4][CH:3]=1.C(=O)([O-])[O-].[K+].[K+].Br[CH2:39][CH2:40][O:41][CH2:42][C:43]1[CH:48]=[CH:47][CH:46]=[CH:45][CH:44]=1. Product: [CH2:42]([O:41][CH2:40][CH2:39][O:30][C:29]([C:26]1[CH:27]=[CH:28][C:23]([C:11]2[CH:12]=[CH:13][C:14]([O:15][CH2:16][C:17]3[CH:22]=[CH:21][CH:20]=[CH:19][CH:18]=3)=[C:9]([O:8][CH2:1][C:2]3[CH:7]=[CH:6][CH:5]=[CH:4][CH:3]=3)[CH:10]=2)=[CH:24][CH:25]=1)=[O:31])[C:43]1[CH:48]=[CH:47][CH:46]=[CH:45][CH:44]=1. The catalyst class is: 3. (7) Reactant: [C:1]1([CH3:11])[CH:6]=[CH:5][C:4]([S:7](Cl)(=[O:9])=[O:8])=[CH:3][CH:2]=1.[CH2:12]([OH:17])[CH2:13][CH2:14][C:15]#[CH:16].C(N(CC)CC)C. Product: [CH3:11][C:1]1[CH:6]=[CH:5][C:4]([S:7]([O:17][CH2:12][CH2:13][CH2:14][C:15]#[CH:16])(=[O:9])=[O:8])=[CH:3][CH:2]=1. The catalyst class is: 4. (8) Reactant: [CH2:1]([N:8]1[CH2:16][C@H:15]2[C@H:10]([NH:11][CH2:12][CH2:13][CH2:14]2)[CH2:9]1)[C:2]1[CH:7]=[CH:6][CH:5]=[CH:4][CH:3]=1.[C:17](O[C:17]([O:19][C:20]([CH3:23])([CH3:22])[CH3:21])=[O:18])([O:19][C:20]([CH3:23])([CH3:22])[CH3:21])=[O:18].C(N(CC)CC)C. Product: [CH2:1]([N:8]1[CH2:16][C@H:15]2[C@H:10]([N:11]([C:17]([O:19][C:20]([CH3:23])([CH3:22])[CH3:21])=[O:18])[CH2:12][CH2:13][CH2:14]2)[CH2:9]1)[C:2]1[CH:3]=[CH:4][CH:5]=[CH:6][CH:7]=1. The catalyst class is: 2. (9) Reactant: Br[C:2]1[CH:3]=[C:4]2[C:8](=[C:9]([C:11]([NH2:13])=[O:12])[CH:10]=1)[NH:7][CH:6]=[C:5]2[CH2:14][CH:15]1[CH2:20][CH2:19][S:18](=[O:22])(=[O:21])[CH2:17][CH2:16]1.[O:23]1[CH:27]=[CH:26][C:25](B(O)O)=[CH:24]1.C(=O)([O-])[O-].[K+].[K+]. Product: [O:21]=[S:18]1(=[O:22])[CH2:19][CH2:20][CH:15]([CH2:14][C:5]2[C:4]3[C:8](=[C:9]([C:11]([NH2:13])=[O:12])[CH:10]=[C:2]([C:25]4[CH:26]=[CH:27][O:23][CH:24]=4)[CH:3]=3)[NH:7][CH:6]=2)[CH2:16][CH2:17]1. The catalyst class is: 117.